Dataset: Reaction yield outcomes from USPTO patents with 853,638 reactions. Task: Predict the reaction yield, written as a fraction of the theoretical maximum amount of product (1.0 means a 100% yield; for example, 0.34 means a 34% yield). (1) The reactants are [OH:1][C:2]1[CH:3]=[C:4]2[C:9](=[CH:10][C:11]=1[O:12][CH3:13])[N:8]=[CH:7][NH:6][C:5]2=[O:14].[C:15](OC(=O)C)(=[O:17])[CH3:16].N1C=CC=CC=1. The catalyst is O. The product is [C:15]([O:1][C:2]1[CH:3]=[C:4]2[C:9](=[CH:10][C:11]=1[O:12][CH3:13])[N:8]=[CH:7][NH:6][C:5]2=[O:14])(=[O:17])[CH3:16]. The yield is 0.500. (2) The reactants are [C:1]([C:4]1[CH:5]=[C:6](B(O)O)[CH:7]=[CH:8][CH:9]=1)(=[O:3])[CH3:2].I[C:14]1[C:22]2[C:17](=[N:18][CH:19]=[N:20][C:21]=2[NH2:23])[N:16]([CH:24]([CH3:26])[CH3:25])[N:15]=1.C([O-])([O-])=O.[Na+].[Na+]. The catalyst is CCO.COCCOC.C1C=CC([P]([Pd]([P](C2C=CC=CC=2)(C2C=CC=CC=2)C2C=CC=CC=2)([P](C2C=CC=CC=2)(C2C=CC=CC=2)C2C=CC=CC=2)[P](C2C=CC=CC=2)(C2C=CC=CC=2)C2C=CC=CC=2)(C2C=CC=CC=2)C2C=CC=CC=2)=CC=1. The product is [NH2:23][C:21]1[N:20]=[CH:19][N:18]=[C:17]2[N:16]([CH:24]([CH3:26])[CH3:25])[N:15]=[C:14]([C:6]3[CH:5]=[C:4]([C:1](=[O:3])[CH3:2])[CH:9]=[CH:8][CH:7]=3)[C:22]=12. The yield is 0.180. (3) The reactants are [Cl:1][C:2]1[CH:11]=[C:10]2[C:5]([C:6]([NH:12][C@H:13]3[CH2:18][CH2:17][C@@H:16]([NH:19]C4C5C(=CC(Cl)=CC=5)N=CC=4)[CH2:15][CH2:14]3)=[CH:7][CH:8]=[N:9]2)=[CH:4][CH:3]=1.[Br:31][C:32]1[CH:33]=[C:34]([CH:38]=[C:39]([F:41])[CH:40]=1)[C:35]([OH:37])=O.ON1C2C=CC=CC=2N=N1.CN(C)CCCN=C=NCC. The catalyst is ClCCl. The product is [Br:31][C:32]1[CH:33]=[C:34]([CH:38]=[C:39]([F:41])[CH:40]=1)[C:35]([NH:19][CH:16]1[CH2:15][CH2:14][CH:13]([NH:12][C:6]2[C:5]3[C:10](=[CH:11][C:2]([Cl:1])=[CH:3][CH:4]=3)[N:9]=[CH:8][CH:7]=2)[CH2:18][CH2:17]1)=[O:37]. The yield is 0.810. (4) The product is [O:24]1[C:23]2[CH:27]=[CH:28][C:20]([C:17]3([C:15]([NH:14][C:12]4[S:13][C:9]([CH:8]([C:3]5[CH:4]=[CH:5][CH:6]=[CH:7][C:2]=5[Cl:1])[N:42]5[CH2:46][CH2:45][C@@H:44]([OH:47])[CH2:43]5)=[CH:10][N:11]=4)=[O:16])[CH2:18][CH2:19]3)=[CH:21][C:22]=2[O:26][CH2:25]1. The catalyst is ClCCl. The yield is 0.333. The reactants are [Cl:1][C:2]1[CH:7]=[CH:6][CH:5]=[CH:4][C:3]=1[CH:8](O)[C:9]1[S:13][C:12]([NH:14][C:15]([C:17]2([C:20]3[CH:28]=[CH:27][C:23]4[O:24][CH2:25][O:26][C:22]=4[CH:21]=3)[CH2:19][CH2:18]2)=[O:16])=[N:11][CH:10]=1.C(N(CC)CC)C.CS(Cl)(=O)=O.[NH:42]1[CH2:46][CH2:45][C@@H:44]([OH:47])[CH2:43]1. (5) The reactants are [OH:1][C:2]1[CH:7]=[CH:6][C:5](B(O)O)=[CH:4][CH:3]=1.[C:11]([C@@H:14]([NH:16][C:17]1[N:22]=[C:21](Cl)[N:20]=[C:19]([C:24]([NH2:26])=[O:25])[CH:18]=1)[CH3:15])(=[O:13])[NH2:12].C([O-])([O-])=O.[Na+].[Na+]. The product is [C:11]([C@@H:14]([NH:16][C:17]1[N:22]=[C:21]([C:5]2[CH:6]=[CH:7][C:2]([OH:1])=[CH:3][CH:4]=2)[N:20]=[C:19]([C:24]([NH2:26])=[O:25])[CH:18]=1)[CH3:15])(=[O:13])[NH2:12]. The yield is 0.910. The catalyst is Cl[Pd](Cl)([P](C1C=CC=CC=1)(C1C=CC=CC=1)C1C=CC=CC=1)[P](C1C=CC=CC=1)(C1C=CC=CC=1)C1C=CC=CC=1.O1CCOCC1.